The task is: Predict the reaction yield, written as a fraction of the theoretical maximum amount of product (1.0 means a 100% yield; for example, 0.34 means a 34% yield).. This data is from Reaction yield outcomes from USPTO patents with 853,638 reactions. (1) The reactants are ClCCl.Br[C:5]1[CH:10]=[CH:9][N:8]=[C:7]2[CH2:11][N:12]([CH2:15][CH2:16][C:17]3[CH:26]=[CH:25][C:24]4[C:19](=[CH:20][CH:21]=[CH:22][CH:23]=4)[N:18]=3)[C:13](=[O:14])[C:6]=12.[CH3:27][C:28]1[CH:29]=[N:30][CH:31]=[CH:32][C:33]=1B(O)O.C([O-])([O-])=O.[Cs+].[Cs+]. The catalyst is O1CCOCC1. The product is [CH3:27][C:28]1[CH:29]=[N:30][CH:31]=[CH:32][C:33]=1[C:5]1[CH:10]=[CH:9][N:8]=[C:7]2[CH2:11][N:12]([CH2:15][CH2:16][C:17]3[CH:26]=[CH:25][C:24]4[C:19](=[CH:20][CH:21]=[CH:22][CH:23]=4)[N:18]=3)[C:13](=[O:14])[C:6]=12. The yield is 0.330. (2) The reactants are [N+:1]([CH2:4][CH2:5][C:6]1[CH:7]=[N:8][CH:9]=[C:10]([O:12][C:13]2[CH:18]=[CH:17][CH:16]=[CH:15][CH:14]=2)[CH:11]=1)([O-:3])=O.C[O-].[Li+].C(=O)([O-])O.[Na+].[C:27]([C:29]1[C:30]([NH2:36])=[N:31][C:32]([NH2:35])=[CH:33][CH:34]=1)#[CH:28].C(N(CC)CC)C. The catalyst is [Ti](Cl)(Cl)(Cl)Cl.O.O1CCCC1.CO. The product is [O:12]([C:10]1[CH:11]=[C:6]([CH2:5][C:4]2[CH:28]=[C:27]([C:29]3[C:30]([NH2:36])=[N:31][C:32]([NH2:35])=[CH:33][CH:34]=3)[O:3][N:1]=2)[CH:7]=[N:8][CH:9]=1)[C:13]1[CH:18]=[CH:17][CH:16]=[CH:15][CH:14]=1. The yield is 0.0110. (3) The reactants are Cl[C:2]1[N:7]=[C:6]([N:8]2[CH:12]=[CH:11][C:10]([C:13]([F:16])([F:15])[F:14])=[N:9]2)[N:5]=[C:4]([O:17][CH3:18])[CH:3]=1.[Cl:19][C:20]1[CH:21]=[C:22](B(O)O)[CH:23]=[CH:24][CH:25]=1.COC1C=C(C2C=CC=CC=2)N=C(N2C=CC(C(F)(F)F)=N2)N=1. No catalyst specified. The product is [CH3:18][O:17][C:4]1[CH:3]=[C:2]([C:24]2[CH:23]=[CH:22][CH:21]=[C:20]([Cl:19])[CH:25]=2)[N:7]=[C:6]([N:8]2[CH:12]=[CH:11][C:10]([C:13]([F:16])([F:15])[F:14])=[N:9]2)[N:5]=1. The yield is 0.450. (4) The reactants are [N:1]([C:4]1[CH:9]=[CH:8][N:7]=[CH:6][C:5]=1/[CH:10]=[N:11]/[C:12]1[C:17]([Cl:18])=[CH:16][C:15]([F:19])=[CH:14][C:13]=1[Cl:20])=[N+]=[N-]. The catalyst is C1(C)C=CC=CC=1. The product is [Cl:20][C:13]1[CH:14]=[C:15]([F:19])[CH:16]=[C:17]([Cl:18])[C:12]=1[N:11]1[CH:10]=[C:5]2[CH:6]=[N:7][CH:8]=[CH:9][C:4]2=[N:1]1. The yield is 0.840. (5) The reactants are [CH3:1][O:2][C:3]1[N:8]=[C:7]([NH2:9])[CH:6]=[CH:5][CH:4]=1.[N+:10]([C:12]1[CH:21]=[CH:20][C:15]2[O:16][CH2:17][CH2:18][O:19][C:14]=2[CH:13]=1)#[C-:11].[Cl:22][C:23]1[CH:30]=[CH:29][CH:28]=[C:27]([Cl:31])[C:24]=1[CH:25]=O. The catalyst is O1CCOCC1.[Cl-].[Zn+2].[Cl-]. The product is [Cl:22][C:23]1[CH:30]=[CH:29][CH:28]=[C:27]([Cl:31])[C:24]=1[C:25]1[N:9]=[C:7]2[CH:6]=[CH:5][CH:4]=[C:3]([O:2][CH3:1])[N:8]2[C:11]=1[NH:10][C:12]1[CH:21]=[CH:20][C:15]2[O:16][CH2:17][CH2:18][O:19][C:14]=2[CH:13]=1. The yield is 0.290.